This data is from Forward reaction prediction with 1.9M reactions from USPTO patents (1976-2016). The task is: Predict the product of the given reaction. Given the reactants [N:1]1([C:7]2[CH:12]=[CH:11][C:10]([N:13]3[CH:22]=[CH:21][C:20]4[C:15](=[CH:16][CH:17]=[CH:18][CH:19]=4)[C:14]3=[O:23])=[CH:9][CH:8]=2)[CH2:6][CH2:5][NH:4][CH2:3][CH2:2]1.CC1C=CC(S(O[CH2:35][CH2:36][CH2:37][C:38]2[C:46]3[C:41](=[CH:42][CH:43]=[C:44]([F:47])[CH:45]=3)[NH:40][CH:39]=2)(=O)=O)=CC=1.C(=O)([O-])[O-].[K+].[K+].[I-].[K+], predict the reaction product. The product is: [F:47][C:44]1[CH:45]=[C:46]2[C:41](=[CH:42][CH:43]=1)[NH:40][CH:39]=[C:38]2[CH2:37][CH2:36][CH2:35][N:4]1[CH2:5][CH2:6][N:1]([C:7]2[CH:8]=[CH:9][C:10]([N:13]3[CH:22]=[CH:21][C:20]4[C:15](=[CH:16][CH:17]=[CH:18][CH:19]=4)[C:14]3=[O:23])=[CH:11][CH:12]=2)[CH2:2][CH2:3]1.